From a dataset of Full USPTO retrosynthesis dataset with 1.9M reactions from patents (1976-2016). Predict the reactants needed to synthesize the given product. (1) Given the product [ClH:13].[Cl:13][C:14]1[CH:19]=[CH:18][C:17]([O:10][CH:5]2[CH2:6][C:7]([CH3:8])([CH3:9])[N:2]([CH3:1])[C:3]([CH3:12])([CH3:11])[CH2:4]2)=[CH:16][C:15]=1[C:21]([F:22])([F:23])[F:24], predict the reactants needed to synthesize it. The reactants are: [CH3:1][N:2]1[C:7]([CH3:9])([CH3:8])[CH2:6][CH:5]([OH:10])[CH2:4][C:3]1([CH3:12])[CH3:11].[Cl:13][C:14]1[CH:19]=[CH:18][C:17](O)=[CH:16][C:15]=1[C:21]([F:24])([F:23])[F:22]. (2) Given the product [C:12]([O:16][C:17]([N:19]1[CH2:24][CH2:23][CH:22]([C:25]2[NH:26][C:27]([C:35]3[CH:36]=[CH:37][N:38]=[C:39](/[CH:8]=[CH:7]/[C:1]4[CH:6]=[CH:5][CH:4]=[CH:3][CH:2]=4)[CH:40]=3)=[CH:28][C:29]=2[C:30]([O:32][CH2:33][CH3:34])=[O:31])[CH2:21][CH2:20]1)=[O:18])([CH3:13])([CH3:14])[CH3:15], predict the reactants needed to synthesize it. The reactants are: [C:1]1(/[CH:7]=[CH:8]/B(O)O)[CH:6]=[CH:5][CH:4]=[CH:3][CH:2]=1.[C:12]([O:16][C:17]([N:19]1[CH2:24][CH2:23][CH:22]([C:25]2[NH:26][C:27]([C:35]3[CH:40]=[CH:39][N:38]=[C:37](Cl)[CH:36]=3)=[CH:28][C:29]=2[C:30]([O:32][CH2:33][CH3:34])=[O:31])[CH2:21][CH2:20]1)=[O:18])([CH3:15])([CH3:14])[CH3:13]. (3) Given the product [C:39]([C:21]1[C:22]2[CH:23]=[C:24]3[CH:33]([CH2:34][C:35]([O:37][CH3:38])=[O:36])[CH2:32][CH2:31][N:25]3[C:26]=2[CH:27]=[C:28]([F:30])[CH:29]=1)(=[O:41])[CH3:40], predict the reactants needed to synthesize it. The reactants are: C1([As](C2C=CC=CC=2)C2C=CC=CC=2)C=CC=CC=1.Br[C:21]1[C:22]2[CH:23]=[C:24]3[CH:33]([CH2:34][C:35]([O:37][CH3:38])=[O:36])[CH2:32][CH2:31][N:25]3[C:26]=2[CH:27]=[C:28]([F:30])[CH:29]=1.[CH2:39]([O:41]C([Sn](CCCC)(CCCC)CCCC)=C)[CH3:40]. (4) Given the product [CH3:1][N:2]1[C:6]2[CH:7]=[CH:8][C:9]([C@H:11]3[O:26][C:25](=[O:27])[CH2:24][CH2:23][C:22]([CH3:28])([CH3:29])[C:21](=[O:30])[C@H:20]([CH3:31])[C@@H:19]([OH:32])[C@@H:18]([CH3:33])[CH2:17][CH2:16][CH2:15][C@H:14]4[C@@H:13]([O:35]4)[CH2:12]3)=[CH:10][C:5]=2[N:4]=[C:3]1[CH3:34], predict the reactants needed to synthesize it. The reactants are: [CH3:1][N:2]1[C:6]2[CH:7]=[CH:8][C:9]([C@H:11]3[O:26][C:25](=[O:27])[CH2:24][CH2:23][C:22]([CH3:29])([CH3:28])[C:21](=[O:30])[C@H:20]([CH3:31])[C@@H:19]([OH:32])[C@@H:18]([CH3:33])[CH2:17][CH2:16][CH2:15][CH:14]=[CH:13][CH2:12]3)=[CH:10][C:5]=2[N:4]=[C:3]1[CH3:34].[OH:35]CC([C@H]([C@@H]([C@@H](CO)O)O)O)=O.OOS([O-])=O.[K+].C([O-])([O-])=O.[K+].[K+]. (5) Given the product [C:23]([N:22]([CH3:21])[C:18]([C:7]1[CH:6]=[CH:5][C:4]([CH:1]2[CH2:2][CH2:3]2)=[C:9]([CH2:10][C:11]2[CH:12]=[CH:13][C:14]([F:17])=[CH:15][CH:16]=2)[N:8]=1)=[O:20])([CH3:26])([CH3:25])[CH3:24], predict the reactants needed to synthesize it. The reactants are: [CH:1]1([C:4]2[CH:5]=[CH:6][C:7]([C:18]([OH:20])=O)=[N:8][C:9]=2[CH2:10][C:11]2[CH:16]=[CH:15][C:14]([F:17])=[CH:13][CH:12]=2)[CH2:3][CH2:2]1.[CH3:21][NH:22][C:23]([CH3:26])([CH3:25])[CH3:24].CN(C(ON1N=NC2C=CC=CC1=2)=[N+](C)C)C.[B-](F)(F)(F)F.CCN(C(C)C)C(C)C.